Dataset: Forward reaction prediction with 1.9M reactions from USPTO patents (1976-2016). Task: Predict the product of the given reaction. (1) Given the reactants [NH2:1][C:2]1[CH:3]=[C:4]([OH:12])[C:5](=[CH:10][CH:11]=1)[C:6]([O:8][CH3:9])=[O:7].[O:13]1[C:17]2[CH:18]=[CH:19][CH:20]=[CH:21][C:16]=2[CH:15]=[C:14]1[S:22](Cl)(=[O:24])=[O:23], predict the reaction product. The product is: [O:13]1[C:17]2[CH:18]=[CH:19][CH:20]=[CH:21][C:16]=2[CH:15]=[C:14]1[S:22]([NH:1][C:2]1[CH:11]=[CH:10][C:5]([C:6]([O:8][CH3:9])=[O:7])=[C:4]([OH:12])[CH:3]=1)(=[O:24])=[O:23]. (2) The product is: [NH2:19][C:16]1[CH:15]=[CH:14][C:13]([CH2:12][C:8]2[C:7]3[NH:22][C:23]4[CH:24]=[CH:25][CH:26]=[CH:27][C:28]=4[C:6]=3[C:5]3[C:4](=[O:29])[CH2:3][C:2]([CH3:30])([CH3:1])[CH2:11][C:10]=3[N:9]=2)=[CH:18][CH:17]=1. Given the reactants [CH3:1][C:2]1([CH3:30])[CH2:11][C:10]2[N:9]=[C:8]([CH2:12][C:13]3[CH:18]=[CH:17][C:16]([N+:19]([O-])=O)=[CH:15][CH:14]=3)[C:7]3[NH:22][C:23]4[CH:24]=[CH:25][CH:26]=[CH:27][C:28]=4[C:6]=3[C:5]=2[C:4](=[O:29])[CH2:3]1.O.O.Cl[Sn]Cl, predict the reaction product. (3) Given the reactants [CH2:1]([O:3][C:4](=[O:21])[CH2:5][C:6]1[CH:11]=[CH:10][CH:9]=[C:8]([O:12][C:13]2[CH:18]=[CH:17][CH:16]=[CH:15][C:14]=2[CH2:19]O)[CH:7]=1)[CH3:2].P(Br)(Br)[Br:23], predict the reaction product. The product is: [CH2:1]([O:3][C:4](=[O:21])[CH2:5][C:6]1[CH:11]=[CH:10][CH:9]=[C:8]([O:12][C:13]2[CH:18]=[CH:17][CH:16]=[CH:15][C:14]=2[CH2:19][Br:23])[CH:7]=1)[CH3:2]. (4) Given the reactants [N-:1]=[N+:2]=[N-:3].[Na+].[C:5]([O:9][C:10]([N:12]1[CH2:19][CH2:18][CH:17]2[CH:15]([O:16]2)[CH2:14][N:13]1[C:20]([O:22][CH2:23][C:24]1[CH:29]=[CH:28][CH:27]=[CH:26][CH:25]=1)=[O:21])=[O:11])([CH3:8])([CH3:7])[CH3:6].[Cl-].[NH4+], predict the reaction product. The product is: [C:5]([O:9][C:10]([N:12]1[CH2:19][CH2:18][CH:17]([N:1]=[N+:2]=[N-:3])[CH:15]([OH:16])[CH2:14][N:13]1[C:20]([O:22][CH2:23][C:24]1[CH:29]=[CH:28][CH:27]=[CH:26][CH:25]=1)=[O:21])=[O:11])([CH3:8])([CH3:6])[CH3:7].[C:5]([O:9][C:10]([N:12]1[CH2:19][CH2:18][CH:17]([OH:16])[CH:15]([N:1]=[N+:2]=[N-:3])[CH2:14][N:13]1[C:20]([O:22][CH2:23][C:24]1[CH:29]=[CH:28][CH:27]=[CH:26][CH:25]=1)=[O:21])=[O:11])([CH3:8])([CH3:6])[CH3:7]. (5) Given the reactants C(OC([NH:8][C@H:9]1[CH2:27][C:26]2[CH:28]=[C:22]([CH:23]=[CH:24][C:25]=2[OH:29])[C:21]2=[CH:30][C:17](=[C:18]([OH:31])[CH:19]=[CH:20]2)[CH2:16][C@@H:15]([C:32]([NH:34][CH:35]2[CH2:40][CH2:39][N:38](C(OC(C)(C)C)=O)[CH2:37][CH2:36]2)=[O:33])[NH:14][C:13](=[O:48])[C@H:12]([CH2:49][CH2:50][CH2:51][NH:52]C(C(C)(C)C)=O)[NH:11][C:10]1=[O:59])=O)(C)(C)C.[ClH:60].O1CCOCC1, predict the reaction product. The product is: [ClH:60].[ClH:60].[ClH:60].[NH2:8][C@H:9]1[CH2:27][C:26]2[CH:28]=[C:22]([CH:23]=[CH:24][C:25]=2[OH:29])[C:21]2=[CH:30][C:17](=[C:18]([OH:31])[CH:19]=[CH:20]2)[CH2:16][C@@H:15]([C:32]([NH:34][CH:35]2[CH2:36][CH2:37][NH:38][CH2:39][CH2:40]2)=[O:33])[NH:14][C:13](=[O:48])[C@H:12]([CH2:49][CH2:50][CH2:51][NH2:52])[NH:11][C:10]1=[O:59]. (6) Given the reactants [Cl:1][C:2]1[CH:11]=[C:10]([CH3:12])[CH:9]=[C:8]([Cl:13])[C:3]=1[O:4][CH2:5][CH2:6][OH:7].C(N(CC)CC)C.C(Cl)Cl.[CH3:24][S:25](Cl)(=[O:27])=[O:26], predict the reaction product. The product is: [CH3:24][S:25]([O:7][CH2:6][CH2:5][O:4][C:3]1[C:2]([Cl:1])=[CH:11][C:10]([CH3:12])=[CH:9][C:8]=1[Cl:13])(=[O:27])=[O:26]. (7) Given the reactants Cl[CH2:2][C:3]1[C:4]([CH2:20][CH:21]([CH3:23])[CH3:22])=[C:5]([C:16]([O:18][CH3:19])=[O:17])[C:6]([CH:13]([F:15])[F:14])=[N:7][C:8]=1[C:9]([F:12])([F:11])[F:10].[C:24]([C:28]1[CH:33]=[CH:32][C:31]([SH:34])=[CH:30][CH:29]=1)([CH3:27])([CH3:26])[CH3:25], predict the reaction product. The product is: [C:24]([C:28]1[CH:29]=[CH:30][C:31]([S:34][CH2:2][C:3]2[C:4]([CH2:20][CH:21]([CH3:23])[CH3:22])=[C:5]([C:16]([O:18][CH3:19])=[O:17])[C:6]([CH:13]([F:15])[F:14])=[N:7][C:8]=2[C:9]([F:12])([F:11])[F:10])=[CH:32][CH:33]=1)([CH3:27])([CH3:25])[CH3:26]. (8) The product is: [I:1]/[CH:2]=[CH:3]/[CH2:4][O:5][Si:14]([CH:21]([CH3:23])[CH3:22])([CH:18]([CH3:20])[CH3:19])[CH:15]([CH3:17])[CH3:16]. Given the reactants [I:1]/[CH:2]=[CH:3]/[CH2:4][OH:5].N#N.N1C=CN=C1.Cl[Si:14]([CH:21]([CH3:23])[CH3:22])([CH:18]([CH3:20])[CH3:19])[CH:15]([CH3:17])[CH3:16], predict the reaction product. (9) Given the reactants Br[C:2]1[CH:3]=[N:4][C:5]([C:8]([C:10]2[CH:15]=[CH:14][CH:13]=[CH:12][CH:11]=2)=[O:9])=[N:6][CH:7]=1.C([O-])([O-])=O.[Na+].[Na+].CCOC(C)=O.C[C:29]([N:31](C)C)=O, predict the reaction product. The product is: [C:8]([C:5]1[N:4]=[CH:3][C:2]([C:29]#[N:31])=[CH:7][N:6]=1)(=[O:9])[C:10]1[CH:15]=[CH:14][CH:13]=[CH:12][CH:11]=1. (10) Given the reactants [N:1]([CH2:4][CH:5]([O:16][CH3:17])[CH2:6][N:7]1[CH:11]=[C:10]([N+:12]([O-:14])=[O:13])[N:9]=[C:8]1[Cl:15])=[N+]=[N-].C1(P(C2C=CC=CC=2)C2C=CC=CC=2)C=CC=CC=1, predict the reaction product. The product is: [Cl:15][C:8]1[N:7]([CH2:6][CH:5]([O:16][CH3:17])[CH2:4][NH2:1])[CH:11]=[C:10]([N+:12]([O-:14])=[O:13])[N:9]=1.